From a dataset of Full USPTO retrosynthesis dataset with 1.9M reactions from patents (1976-2016). Predict the reactants needed to synthesize the given product. Given the product [CH3:1][N:2]1[CH:6]=[C:5]([C:7]2[CH:12]=[CH:11][N:10]=[C:9]3[N:13]([S:24]([C:27]4[CH:32]=[CH:31][CH:30]=[CH:29][CH:28]=4)(=[O:25])=[O:26])[C:14]([C:16]4[CH:17]=[CH:18][C:19]([CH2:20][N:45]5[CH2:46][CH2:47][N:42]([CH2:48][CH2:49][OH:50])[CH2:43][CH2:44]5)=[CH:22][CH:23]=4)=[CH:15][C:8]=23)[C:4]([C:33]2[CH:34]=[CH:35][C:36]([N+:39]([O-:41])=[O:40])=[CH:37][CH:38]=2)=[N:3]1, predict the reactants needed to synthesize it. The reactants are: [CH3:1][N:2]1[CH:6]=[C:5]([C:7]2[CH:12]=[CH:11][N:10]=[C:9]3[N:13]([S:24]([C:27]4[CH:32]=[CH:31][CH:30]=[CH:29][CH:28]=4)(=[O:26])=[O:25])[C:14]([C:16]4[CH:23]=[CH:22][C:19]([CH:20]=O)=[CH:18][CH:17]=4)=[CH:15][C:8]=23)[C:4]([C:33]2[CH:38]=[CH:37][C:36]([N+:39]([O-:41])=[O:40])=[CH:35][CH:34]=2)=[N:3]1.[N:42]1([CH2:48][CH2:49][OH:50])[CH2:47][CH2:46][NH:45][CH2:44][CH2:43]1.